From a dataset of Forward reaction prediction with 1.9M reactions from USPTO patents (1976-2016). Predict the product of the given reaction. (1) Given the reactants [Br:1][C:2]1[CH:3]=[N:4][N:5]([CH2:39][CH3:40])[C:6]=1[C:7]1[CH:8]=[C:9]([C:12]([NH:14][C@@H:15]([CH2:28][C:29]2[CH:34]=[CH:33][CH:32]=[CH:31][C:30]=2[C:35]([F:38])([F:37])[F:36])[CH2:16][N:17]2C(=O)C3C(=CC=CC=3)C2=O)=[O:13])[S:10][CH:11]=1.NN, predict the reaction product. The product is: [NH2:17][CH2:16][C@@H:15]([NH:14][C:12]([C:9]1[S:10][CH:11]=[C:7]([C:6]2[N:5]([CH2:39][CH3:40])[N:4]=[CH:3][C:2]=2[Br:1])[CH:8]=1)=[O:13])[CH2:28][C:29]1[CH:34]=[CH:33][CH:32]=[CH:31][C:30]=1[C:35]([F:38])([F:37])[F:36]. (2) Given the reactants [O:1]1[CH2:6][CH2:5][O:4][C:3]2[CH:7]=[C:8]([C:11]3[NH:12][C:13]4[N:14]([N:18]=[CH:19][C:20]=4[C:21](/[N:23]=[C:24](/[N:26](C)C)\[CH3:25])=[O:22])[C:15](=[O:17])[CH:16]=3)[CH:9]=[CH:10][C:2]1=2.NO.Cl.CC(O)=O.ClCCl.CO, predict the reaction product. The product is: [O:1]1[CH2:6][CH2:5][O:4][C:3]2[CH:7]=[C:8]([C:11]3[NH:12][C:13]4[N:14]([N:18]=[CH:19][C:20]=4[C:21]4[O:22][N:26]=[C:24]([CH3:25])[N:23]=4)[C:15](=[O:17])[CH:16]=3)[CH:9]=[CH:10][C:2]1=2. (3) Given the reactants [O:1]=[C:2]1[CH2:7][CH2:6][N:5]([C:8]([O:10][C:11]([CH3:14])([CH3:13])[CH3:12])=[O:9])[CH2:4][CH2:3]1.[CH2:15]([Mg]Br)[C:16]1[CH:21]=[CH:20][CH:19]=[CH:18][CH:17]=1, predict the reaction product. The product is: [CH2:15]([C:2]1([OH:1])[CH2:3][CH2:4][N:5]([C:8]([O:10][C:11]([CH3:14])([CH3:13])[CH3:12])=[O:9])[CH2:6][CH2:7]1)[C:16]1[CH:21]=[CH:20][CH:19]=[CH:18][CH:17]=1. (4) Given the reactants [C:1]([C:5]1[CH:6]=[C:7]2[C:11](=[CH:12][CH:13]=1)[CH:10]([NH:14][C:15]([NH:17][C:18]1[CH:26]=[CH:25][CH:24]=[C:23]3[C:19]=1[CH:20]=[N:21][NH:22]3)=[O:16])[CH:9]([F:27])[CH2:8]2)([CH3:4])([CH3:3])[CH3:2].N.CO, predict the reaction product. The product is: [C:1]([C:5]1[CH:6]=[C:7]2[C:11](=[CH:12][CH:13]=1)[C@@H:10]([NH:14][C:15]([NH:17][C:18]1[CH:26]=[CH:25][CH:24]=[C:23]3[C:19]=1[CH:20]=[N:21][NH:22]3)=[O:16])[C@@H:9]([F:27])[CH2:8]2)([CH3:4])([CH3:2])[CH3:3].